From a dataset of Catalyst prediction with 721,799 reactions and 888 catalyst types from USPTO. Predict which catalyst facilitates the given reaction. (1) Reactant: [CH2:1]([O:3][C:4](=[O:12])[C:5]1[CH:10]=[CH:9][CH:8]=[C:7]([OH:11])[CH:6]=1)[CH3:2].C(=O)([O-])[O-].[K+].[K+].[CH2:19](Br)[CH:20]=[CH2:21]. Product: [CH2:1]([O:3][C:4](=[O:12])[C:5]1[CH:10]=[CH:9][CH:8]=[C:7]([O:11][CH2:21][CH:20]=[CH2:19])[CH:6]=1)[CH3:2]. The catalyst class is: 21. (2) Reactant: [C:1]([C:5]1[O:9][CH:8]=[N:7][C:6]=1[CH:10]=[C:11]([OH:15])[C:12]([OH:14])=O)([CH3:4])([CH3:3])[CH3:2].C1C=CC2N(O)N=NC=2C=1.O.CCN=C=NCCCN(C)C.Cl.Cl.[NH2:40][C@H:41]([C:49]([NH2:51])=[O:50])[CH2:42][C:43]1[CH:48]=[CH:47][CH:46]=[CH:45][CH:44]=1.CCN(CC)CC. Product: [C:1]([C:5]1[O:9][CH:8]=[N:7][C:6]=1[CH:10]=[C:11]([OH:15])[C:12]([NH:40][C@H:41]([C:49](=[O:50])[NH2:51])[CH2:42][C:43]1[CH:48]=[CH:47][CH:46]=[CH:45][CH:44]=1)=[O:14])([CH3:2])([CH3:3])[CH3:4]. The catalyst class is: 3. (3) Reactant: [C:1]12([O:11][C:12]([N:14]3[CH:18]=[C:17]([CH2:19][CH2:20][C:21]([OH:23])=[O:22])[N:16]=[CH:15]3)=[O:13])[CH2:10][CH:5]3[CH2:6][CH:7]([CH2:9][CH:3]([CH2:4]3)[CH2:2]1)[CH2:8]2.[B-](F)(F)(F)F.CN(C(O[N:37]1[C:42](=[O:43])[CH2:41][CH2:40][C:38]1=[O:39])=[N+](C)C)C.CCN(C(C)C)C(C)C. Product: [C:1]12([O:11][C:12]([N:14]3[CH:18]=[C:17]([CH2:19][CH2:20][C:21]([O:23][N:37]4[C:42](=[O:43])[CH2:41][CH2:40][C:38]4=[O:39])=[O:22])[N:16]=[CH:15]3)=[O:13])[CH2:10][CH:5]3[CH2:4][CH:3]([CH2:9][CH:7]([CH2:6]3)[CH2:8]1)[CH2:2]2. The catalyst class is: 118. (4) Reactant: [C:1]([C:3]1[C:4]([NH2:25])=[N:5][C:6]([NH2:24])=[N:7][C:8]=1[O:9][CH2:10][CH2:11][O:12][CH2:13][P:14]([O:20][CH:21]([CH3:23])[CH3:22])([O:16][CH:17]([CH3:19])[CH3:18])=[O:15])#N.S(=O)(=O)(O)[OH:27]. Product: [CH:1]([C:3]1[C:4]([NH2:25])=[N:5][C:6]([NH2:24])=[N:7][C:8]=1[O:9][CH2:10][CH2:11][O:12][CH2:13][P:14]([O:20][CH:21]([CH3:23])[CH3:22])([O:16][CH:17]([CH3:19])[CH3:18])=[O:15])=[O:27]. The catalyst class is: 522.